Predict the product of the given reaction. From a dataset of Forward reaction prediction with 1.9M reactions from USPTO patents (1976-2016). (1) Given the reactants [CH2:1]([O:8][C:9]1[CH:10]=[C:11]2[C:16](=[CH:17][CH:18]=1)[CH2:15][CH:14]([CH:19]([O:29][Si:30]([C:33]([CH3:36])([CH3:35])[CH3:34])([CH3:32])[CH3:31])[C:20]1[O:21][C:22]([C:25](OC)=[O:26])=[CH:23][N:24]=1)[CH2:13][CH2:12]2)[C:2]1[CH:7]=[CH:6][CH:5]=[CH:4][CH:3]=1.[NH3:37].CO, predict the reaction product. The product is: [CH2:1]([O:8][C:9]1[CH:10]=[C:11]2[C:16](=[CH:17][CH:18]=1)[CH2:15][CH:14]([CH:19]([O:29][Si:30]([C:33]([CH3:36])([CH3:35])[CH3:34])([CH3:31])[CH3:32])[C:20]1[O:21][C:22]([C:25]([NH2:37])=[O:26])=[CH:23][N:24]=1)[CH2:13][CH2:12]2)[C:2]1[CH:3]=[CH:4][CH:5]=[CH:6][CH:7]=1. (2) The product is: [CH2:1]([O:8][C:9]1[CH:14]=[C:13]2[C:12](=[CH:11][C:10]=1[F:21])[NH:18][CH:16]=[CH:15]2)[C:2]1[CH:7]=[CH:6][CH:5]=[CH:4][CH:3]=1. Given the reactants [CH2:1]([O:8][C:9]1[C:10]([F:21])=[CH:11][C:12]([N+:18]([O-])=O)=[C:13]([CH2:15][C:16]#N)[CH:14]=1)[C:2]1[CH:7]=[CH:6][CH:5]=[CH:4][CH:3]=1, predict the reaction product. (3) Given the reactants [Cl-].[Al+3].[Cl-].[Cl-].[F:5][C:6]1[CH:14]=[C:13]([F:15])[CH:12]=[CH:11][C:7]=1[C:8](Cl)=[O:9].[F:16][C:17]1[CH:22]=[C:21]([F:23])[CH:20]=[CH:19][C:18]=1[C:24]1[N:28]([CH3:29])[N:27]=[C:26]([CH3:30])[CH:25]=1.FC1C=C(F)C=CC=1C=O, predict the reaction product. The product is: [F:5][C:6]1[CH:14]=[C:13]([F:15])[CH:12]=[CH:11][C:7]=1[C:8]([C:25]1[C:26]([CH3:30])=[N:27][N:28]([CH3:29])[C:24]=1[C:18]1[CH:19]=[CH:20][C:21]([F:23])=[CH:22][C:17]=1[F:16])=[O:9]. (4) Given the reactants [C:1]1([C:7]2[O:8][CH2:9][C:10](=O)[N:11]=2)[CH:6]=[CH:5][CH:4]=[CH:3][CH:2]=1.[C:13]1([NH:19][NH2:20])[CH:18]=[CH:17][CH:16]=[CH:15][CH:14]=1, predict the reaction product. The product is: [C:13]1([N:19]2[C:10]([CH2:9][OH:8])=[N:11][C:7]([C:1]3[CH:6]=[CH:5][CH:4]=[CH:3][CH:2]=3)=[N:20]2)[CH:18]=[CH:17][CH:16]=[CH:15][CH:14]=1. (5) The product is: [F:12][C:9]([F:10])([F:11])[C:7]1[CH:6]=[C:5]([CH:13]2[CH2:18][CH2:17][CH2:16][NH:15][CH2:14]2)[CH:4]=[C:3]([C:2]([F:19])([F:20])[F:1])[CH:8]=1. Given the reactants [F:1][C:2]([F:20])([F:19])[C:3]1[CH:4]=[C:5]([C:13]2[CH:14]=[N:15][CH:16]=[CH:17][CH:18]=2)[CH:6]=[C:7]([C:9]([F:12])([F:11])[F:10])[CH:8]=1.Cl, predict the reaction product. (6) Given the reactants [CH:1]([O:4][C:5]([C:7]1[CH:8]=[C:9]([C:21]#[C:22][C:23]2[CH:28]=[CH:27][C:26]([CH2:29][C:30]([O:32]C)=[O:31])=[CH:25][CH:24]=2)[CH:10]=[C:11]2[C:16]=1[O:15][C:14]([CH3:18])([CH3:17])[CH2:13][C:12]2([CH3:20])[CH3:19])=[O:6])([CH3:3])[CH3:2].[OH-].[Li+], predict the reaction product. The product is: [CH:1]([O:4][C:5]([C:7]1[CH:8]=[C:9]([C:21]#[C:22][C:23]2[CH:28]=[CH:27][C:26]([CH2:29][C:30]([OH:32])=[O:31])=[CH:25][CH:24]=2)[CH:10]=[C:11]2[C:16]=1[O:15][C:14]([CH3:17])([CH3:18])[CH2:13][C:12]2([CH3:20])[CH3:19])=[O:6])([CH3:3])[CH3:2]. (7) Given the reactants [C:1]([O:5][C:6]([NH:8][C@H:9]1[CH2:13][N:12]([CH2:14][C:15]2[C:24]3[C:19](=[CH:20][CH:21]=[CH:22][CH:23]=3)[CH:18]=[CH:17][CH:16]=2)[CH2:11][C@H:10]1[C:25](O)=[O:26])=[O:7])([CH3:4])([CH3:3])[CH3:2].[NH2:28][C@:29]1([C:34]([NH:36][S:37]([C:40]2[CH:45]=[CH:44][CH:43]=[C:42]([O:46][CH2:47][C:48]3[CH:53]=[CH:52][CH:51]=[CH:50][CH:49]=3)[CH:41]=2)(=[O:39])=[O:38])=[O:35])[CH2:31][C@H:30]1[CH:32]=[CH2:33].CCN(C(C)C)C(C)C.CN(C(ON1N=NC2C=CC=CC1=2)=[N+](C)C)C.[B-](F)(F)(F)F, predict the reaction product. The product is: [C:1]([O:5][C:6](=[O:7])[NH:8][C@H:9]1[C@H:10]([C:25](=[O:26])[NH:28][C@:29]2([C:34]([NH:36][S:37]([C:40]3[CH:45]=[CH:44][CH:43]=[C:42]([O:46][CH2:47][C:48]4[CH:53]=[CH:52][CH:51]=[CH:50][CH:49]=4)[CH:41]=3)(=[O:39])=[O:38])=[O:35])[CH2:31][C@H:30]2[CH:32]=[CH2:33])[CH2:11][N:12]([CH2:14][C:15]2[C:24]3[C:19](=[CH:20][CH:21]=[CH:22][CH:23]=3)[CH:18]=[CH:17][CH:16]=2)[CH2:13]1)([CH3:4])([CH3:2])[CH3:3]. (8) Given the reactants [Si](OC1C=CC2CC(C3C=CC(OC)=CC=3CCN)CCCC=2C=1)(C(C)(C)C)(C)C.Cl.N1(CCOC2C=CC(C(O)=O)=CC=2)CCCC1.[Si]([O:56][C:57]1[CH:58]=[CH:59][C:60]2[CH2:66][CH:65]([C:67]3[CH:72]=[CH:71][C:70]([O:73][CH3:74])=[CH:69][C:68]=3[N:75]([CH2:91][CH3:92])[CH2:76][C:77]3[CH:82]=[CH:81][C:80]([O:83][CH2:84][CH2:85][N:86]4[CH2:90][CH2:89][CH2:88][CH2:87]4)=[CH:79][CH:78]=3)[CH2:64][CH2:63][CH2:62][C:61]=2[CH:93]=1)(C(C)(C)C)(C)C, predict the reaction product. The product is: [CH2:91]([N:75]([CH2:76][C:77]1[CH:82]=[CH:81][C:80]([O:83][CH2:84][CH2:85][N:86]2[CH2:87][CH2:88][CH2:89][CH2:90]2)=[CH:79][CH:78]=1)[C:68]1[CH:69]=[C:70]([O:73][CH3:74])[CH:71]=[CH:72][C:67]=1[CH:65]1[CH2:64][CH2:63][CH2:62][C:61]2[CH:93]=[C:57]([OH:56])[CH:58]=[CH:59][C:60]=2[CH2:66]1)[CH3:92]. (9) Given the reactants [NH2:1][C:2]1[CH:3]=[C:4]2[C:8](=[CH:9][CH:10]=1)[NH:7][CH:6]=[CH:5]2.[Cl:11][C:12]1[CH:13]=[C:14]([S:19](Cl)(=[O:21])=[O:20])[CH:15]=[C:16]([Cl:18])[CH:17]=1.O.C(OCC)(=O)C, predict the reaction product. The product is: [Cl:18][C:16]1[CH:15]=[C:14]([S:19]([NH:1][C:2]2[CH:3]=[C:4]3[C:8](=[CH:9][CH:10]=2)[NH:7][CH:6]=[CH:5]3)(=[O:20])=[O:21])[CH:13]=[C:12]([Cl:11])[CH:17]=1.